This data is from Full USPTO retrosynthesis dataset with 1.9M reactions from patents (1976-2016). The task is: Predict the reactants needed to synthesize the given product. The reactants are: [Cl:1][C:2]1[CH:3]=[C:4]([CH:24]([CH:30]2[CH2:34][CH2:33][CH2:32][CH2:31]2)[C:25]([O:27]CC)=[O:26])[CH:5]=[C:6]([C:14]2[CH:19]=[CH:18][C:17]([C:20]([F:23])([F:22])[F:21])=[CH:16][CH:15]=2)[C:7]=1[O:8][CH2:9][C:10]([F:13])([F:12])[F:11].O.[OH-].[Li+]. Given the product [Cl:1][C:2]1[CH:3]=[C:4]([CH:24]([CH:30]2[CH2:31][CH2:32][CH2:33][CH2:34]2)[C:25]([OH:27])=[O:26])[CH:5]=[C:6]([C:14]2[CH:15]=[CH:16][C:17]([C:20]([F:21])([F:22])[F:23])=[CH:18][CH:19]=2)[C:7]=1[O:8][CH2:9][C:10]([F:12])([F:13])[F:11], predict the reactants needed to synthesize it.